From a dataset of Forward reaction prediction with 1.9M reactions from USPTO patents (1976-2016). Predict the product of the given reaction. (1) Given the reactants [C:1]1([N:7]2[CH2:12][CH2:11][N:10]([CH2:13][CH2:14][NH2:15])[CH2:9][CH2:8]2)[CH:6]=[CH:5][CH:4]=[CH:3][CH:2]=1.[CH2:16]([C:20]1[N:24]([C:25]2[CH:30]=[CH:29][CH:28]=[CH:27][CH:26]=2)[N:23]=[C:22]([CH:31]=O)[CH:21]=1)[CH:17]([CH3:19])[CH3:18], predict the reaction product. The product is: [CH2:16]([C:20]1[N:24]([C:25]2[CH:30]=[CH:29][CH:28]=[CH:27][CH:26]=2)[N:23]=[C:22]([CH2:31][NH:15][CH2:14][CH2:13][N:10]2[CH2:9][CH2:8][N:7]([C:1]3[CH:2]=[CH:3][CH:4]=[CH:5][CH:6]=3)[CH2:12][CH2:11]2)[CH:21]=1)[CH:17]([CH3:19])[CH3:18]. (2) Given the reactants [NH2:1][C:2]1[CH:7]=[CH:6][C:5]([C:8]2([C:12]([O:14][CH2:15][CH3:16])=[O:13])[CH2:11][CH2:10][CH2:9]2)=[CH:4][C:3]=1[O:17][CH2:18][C:19]([F:22])([F:21])[F:20].C1C(=O)N([Br:30])C(=O)C1, predict the reaction product. The product is: [NH2:1][C:2]1[C:3]([O:17][CH2:18][C:19]([F:20])([F:21])[F:22])=[CH:4][C:5]([C:8]2([C:12]([O:14][CH2:15][CH3:16])=[O:13])[CH2:11][CH2:10][CH2:9]2)=[CH:6][C:7]=1[Br:30]. (3) Given the reactants [CH3:1][C:2]1[N:3]([C:8]2[CH:13]=[CH:12][C:11]([O:14][CH2:15][CH3:16])=[CH:10][CH:9]=2)[C:4]([CH3:7])=[CH:5][CH:6]=1.C1(C)C=CC=CC=1.Cl[Sn](Cl)(Cl)Cl.[C:29](Cl)(=[O:36])[C:30]1[CH:35]=[CH:34][CH:33]=[CH:32][CH:31]=1, predict the reaction product. The product is: [C:29]([C:5]1[CH:6]=[C:2]([CH3:1])[N:3]([C:8]2[CH:13]=[CH:12][C:11]([O:14][CH2:15][CH3:16])=[CH:10][CH:9]=2)[C:4]=1[CH3:7])(=[O:36])[C:30]1[CH:35]=[CH:34][CH:33]=[CH:32][CH:31]=1. (4) Given the reactants Br[C:2]1[CH:7]=[CH:6][C:5]([S:8][C:9]2[N:14]=[C:13]([CH3:15])[C:12]([CH2:16][O:17][CH2:18][O:19][CH3:20])=[CH:11][CH:10]=2)=[CH:4][C:3]=1[CH3:21].[Li]C(C)(C)C.[C:27](=[O:29])=[O:28].CI.[C:32]([O-])([O-])=O.[K+].[K+], predict the reaction product. The product is: [CH3:32][O:28][C:27](=[O:29])[C:2]1[CH:7]=[CH:6][C:5]([S:8][C:9]2[CH:10]=[CH:11][C:12]([CH2:16][O:17][CH2:18][O:19][CH3:20])=[C:13]([CH3:15])[N:14]=2)=[CH:4][C:3]=1[CH3:21]. (5) Given the reactants [C:1]([Si:5]([CH3:21])([CH3:20])[O:6][C@H:7]1[CH2:12][CH2:11][C@H:10]([N:13]2[CH2:18][CH2:17][CH2:16][CH2:15][C:14]2=[O:19])[CH2:9][CH2:8]1)([CH3:4])([CH3:3])[CH3:2].[Li+].CC([N-]C(C)C)C.Br[CH2:31][C:32]1[S:36][C:35]2[CH:37]=[CH:38][CH:39]=[CH:40][C:34]=2[C:33]=1[Cl:41], predict the reaction product. The product is: [C:1]([Si:5]([CH3:21])([CH3:20])[O:6][C@H:7]1[CH2:8][CH2:9][C@H:10]([N:13]2[CH2:18][CH2:17][CH2:16][CH:15]([CH2:31][C:32]3[S:36][C:35]4[CH:37]=[CH:38][CH:39]=[CH:40][C:34]=4[C:33]=3[Cl:41])[C:14]2=[O:19])[CH2:11][CH2:12]1)([CH3:4])([CH3:3])[CH3:2]. (6) Given the reactants [CH3:1][O:2][C:3]1[CH:4]=[C:5]([C:12]2[CH2:13][CH2:14][N:15]([CH3:18])[CH2:16][CH:17]=2)[CH:6]=[CH:7][C:8]=1[N+:9]([O-])=O, predict the reaction product. The product is: [CH3:1][O:2][C:3]1[CH:4]=[C:5]([CH:12]2[CH2:17][CH2:16][N:15]([CH3:18])[CH2:14][CH2:13]2)[CH:6]=[CH:7][C:8]=1[NH2:9]. (7) Given the reactants C1(C2C=CC=CC=2)C=CC=CC=1.C1(OC2C=CC=CC=2)C=CC=CC=1.[C:26]([C:28]1[CH:33]=[CH:32][C:31]([NH:34][CH:35]=[C:36]2[C:41](=[O:42])OC(C)(C)OC2=O)=[CH:30][CH:29]=1)#[N:27], predict the reaction product. The product is: [OH:42][C:41]1[C:30]2[C:31](=[CH:32][CH:33]=[C:28]([C:26]#[N:27])[CH:29]=2)[N:34]=[CH:35][CH:36]=1. (8) Given the reactants Cl[C:2]1[CH:3]=[C:4]([NH:8][C:9]([NH:11][CH2:12][CH2:13][NH:14][CH2:15][CH:16]([CH:18]2[O:23][C:22]3[CH:24]=[CH:25][CH:26]=[CH:27][C:21]=3[O:20][CH2:19]2)[OH:17])=[O:10])[CH:5]=[CH:6][CH:7]=1.Cl.NCCNC(NC1C=CC(O)=CC=1)=[O:34], predict the reaction product. The product is: [O:23]1[CH:18]([CH:16]([OH:17])[CH2:15][NH:14][CH2:13][CH2:12][NH:11][C:9]([NH:8][C:4]2[CH:5]=[CH:6][C:7]([OH:34])=[CH:2][CH:3]=2)=[O:10])[CH2:19][O:20][C:21]2[CH:27]=[CH:26][CH:25]=[CH:24][C:22]1=2.